Dataset: Reaction yield outcomes from USPTO patents with 853,638 reactions. Task: Predict the reaction yield, written as a fraction of the theoretical maximum amount of product (1.0 means a 100% yield; for example, 0.34 means a 34% yield). (1) The reactants are C(OC([N:8]([C:13]1[CH:51]=[CH:50][C:16]([C:17]([NH:19][CH2:20][C:21]([O:23][C@H:24]([C:35]2[CH:40]=[CH:39][C:38]([O:41][CH:42]([F:44])[F:43])=[C:37]([O:45][CH2:46][CH:47]3[CH2:49][CH2:48]3)[CH:36]=2)[CH2:25][C:26]2[C:31]([Cl:32])=[CH:30][N+:29]([O-:33])=[CH:28][C:27]=2[Cl:34])=[O:22])=[O:18])=[CH:15][C:14]=1[O:52][CH2:53][CH:54]1[CH2:56][CH2:55]1)[S:9]([CH3:12])(=[O:11])=[O:10])=O)(C)(C)C. The catalyst is Cl.CCOC(C)=O. The product is [Cl:34][C:27]1[CH:28]=[N+:29]([O-:33])[CH:30]=[C:31]([Cl:32])[C:26]=1[CH2:25][C@@H:24]([C:35]1[CH:40]=[CH:39][C:38]([O:41][CH:42]([F:43])[F:44])=[C:37]([O:45][CH2:46][CH:47]2[CH2:49][CH2:48]2)[CH:36]=1)[O:23][C:21](=[O:22])[CH2:20][NH:19][C:17](=[O:18])[C:16]1[CH:50]=[CH:51][C:13]([NH:8][S:9]([CH3:12])(=[O:11])=[O:10])=[C:14]([O:52][CH2:53][CH:54]2[CH2:55][CH2:56]2)[CH:15]=1. The yield is 0.0800. (2) The reactants are [Br:1][CH2:2][CH2:3][CH2:4][CH2:5][OH:6].[O:7]1[CH:12]=[CH:11][CH2:10][CH2:9][CH2:8]1.CC1C=CC(S(O)(=O)=O)=CC=1. The catalyst is C(Cl)Cl.O. The product is [Br:1][CH2:2][CH2:3][CH2:4][CH2:5][O:6][CH:8]1[CH2:9][CH2:10][CH2:11][CH2:12][O:7]1. The yield is 0.584.